This data is from Reaction yield outcomes from USPTO patents with 853,638 reactions. The task is: Predict the reaction yield, written as a fraction of the theoretical maximum amount of product (1.0 means a 100% yield; for example, 0.34 means a 34% yield). (1) The reactants are [F:1][C:2]1[C:7]2[O:8][CH2:9][O:10][C:6]=2[CH:5]=[C:4]([CH:11]=[O:12])[CH:3]=1.[BH4-].[Na+]. The catalyst is CO. The product is [F:1][C:2]1[C:7]2[O:8][CH2:9][O:10][C:6]=2[CH:5]=[C:4]([CH2:11][OH:12])[CH:3]=1. The yield is 0.980. (2) The yield is 0.430. The catalyst is CN(C1C=CN=CC=1)C.C(OC(=O)CC)(=O)CC. The product is [C:12]([NH:1][C:2]1[C:3]([C:8]([NH2:17])=[O:10])=[N:4][CH:5]=[CH:6][N:7]=1)(=[O:18])[CH2:13][CH3:14]. The reactants are [NH2:1][C:2]1[C:3]([C:8]([OH:10])=O)=[N:4][CH:5]=[CH:6][N:7]=1.N1C=C[CH:14]=[CH:13][CH:12]=1.[NH3:17].[OH2:18].